Task: Predict which catalyst facilitates the given reaction.. Dataset: Catalyst prediction with 721,799 reactions and 888 catalyst types from USPTO (1) Reactant: [F:1][C:2]1[C:14]([Sn](C)(C)C)=[CH:13][C:5]2[CH2:6][C:7](=[O:12])[CH:8]3[CH2:11][CH:10]([C:4]=2[CH:3]=1)[CH2:9]3.[I:19]I.BrC1C(F)=CC2C3CC(C(=O)CC=2C=1)C3.[SnH4]. Product: [F:1][C:2]1[C:14]([I:19])=[CH:13][C:5]2[CH2:6][C:7](=[O:12])[CH:8]3[CH2:11][CH:10]([C:4]=2[CH:3]=1)[CH2:9]3. The catalyst class is: 22. (2) Reactant: [CH:1]([C:3]1[O:7][C:6]([C:8]2[CH:16]=[CH:15][C:11]([C:12]([OH:14])=[O:13])=[CH:10][CH:9]=2)=[CH:5][CH:4]=1)=O.[S:17]1[CH2:23][C:21](=[O:22])[NH:20][C:18]1=[S:19].N1CCCCC1. Product: [O:22]=[C:21]1[C:23](=[CH:1][C:3]2[O:7][C:6]([C:8]3[CH:9]=[CH:10][C:11]([C:12]([OH:14])=[O:13])=[CH:15][CH:16]=3)=[CH:5][CH:4]=2)[S:17][C:18](=[S:19])[NH:20]1. The catalyst class is: 8. (3) Reactant: [CH:1]1([C:4]2[N:9]=[C:8]([C:10]3[NH:31][C:13]4=[N:14][C:15]([N:18]5[CH2:23][CH2:22][CH2:21][C@@H:20]([C:24]([N:26]6[CH2:30][CH2:29][CH2:28][CH2:27]6)=[O:25])[CH2:19]5)=[CH:16][CH:17]=[C:12]4[N:11]=3)[CH:7]=[CH:6][N:5]=2)[CH2:3][CH2:2]1.[B-](F)(F)(F)[F:33].[B-](F)(F)(F)F.C1[N+]2(CCl)CC[N+](F)(CC2)C1. Product: [CH:1]1([C:4]2[N:9]=[C:8]([C:10]3[NH:31][C:13]4=[N:14][C:15]([N:18]5[CH2:23][CH2:22][CH2:21][C@@H:20]([C:24]([N:26]6[CH2:27][CH2:28][CH2:29][CH2:30]6)=[O:25])[CH2:19]5)=[C:16]([F:33])[CH:17]=[C:12]4[N:11]=3)[CH:7]=[CH:6][N:5]=2)[CH2:3][CH2:2]1. The catalyst class is: 9. (4) Reactant: [CH3:1][C:2]1[C:3]([CH2:16][C:17](O)=[O:18])=[C:4]([CH3:15])[C:5]2[C:13]3[C:8](=[CH:9][CH:10]=[CH:11][CH:12]=3)[NH:7][C:6]=2[N:14]=1.[NH:20]1[CH2:25][CH2:24][O:23][CH2:22][CH2:21]1.Cl.C(N=C=NCCCN(C)C)C.ON1C2C=CC=CC=2N=N1.C(=O)(O)[O-].[Na+]. Product: [CH3:1][C:2]1[C:3]([CH2:16][C:17]([N:20]2[CH2:25][CH2:24][O:23][CH2:22][CH2:21]2)=[O:18])=[C:4]([CH3:15])[C:5]2[C:13]3[C:8](=[CH:9][CH:10]=[CH:11][CH:12]=3)[NH:7][C:6]=2[N:14]=1. The catalyst class is: 3. (5) Product: [O:6]=[C:5]1[N:7]([C:8]2[CH:13]=[CH:12][C:11]([CH:14]([CH3:18])[C:15]([OH:17])=[O:16])=[CH:10][CH:9]=2)[CH2:2][CH2:3][O:4]1. Reactant: Cl[CH2:2][CH2:3][O:4][C:5]([NH:7][C:8]1[CH:13]=[CH:12][C:11]([CH:14]([CH3:18])[C:15]([OH:17])=[O:16])=[CH:10][CH:9]=1)=[O:6].C(=O)([O-])[O-].[K+].[K+].C(OC(=O)C)C.C(OC(C)C)(C)C. The catalyst class is: 9.